Task: Predict the product of the given reaction.. Dataset: Forward reaction prediction with 1.9M reactions from USPTO patents (1976-2016) (1) Given the reactants Cl[C:2]1[N:7]=[C:6]([Cl:8])[N:5]=[CH:4][N:3]=1.C(N(CC)C(C)C)(C)C.[CH3:18][O:19][C:20]1[CH:21]=[C:22]([CH:24]=[CH:25][C:26]=1[N:27]1[CH2:32][CH2:31][N:30]([CH:33]2[CH2:36][O:35][CH2:34]2)[CH2:29][CH2:28]1)[NH2:23], predict the reaction product. The product is: [Cl:8][C:6]1[N:5]=[CH:4][N:3]=[C:2]([NH:23][C:22]2[CH:24]=[CH:25][C:26]([N:27]3[CH2:28][CH2:29][N:30]([CH:33]4[CH2:34][O:35][CH2:36]4)[CH2:31][CH2:32]3)=[C:20]([O:19][CH3:18])[CH:21]=2)[N:7]=1. (2) Given the reactants [Cl:1][C:2]1[CH:7]=[CH:6][C:5]([C:8]2[C:9]([CH3:14])=[N:10][NH:11][C:12]=2[NH2:13])=[CH:4][CH:3]=1.[Cl:15][C:16]1[CH:21]=[CH:20][C:19]([C:22](=O)[CH2:23][C:24](OC)=[O:25])=[CH:18][CH:17]=1, predict the reaction product. The product is: [Cl:1][C:2]1[CH:3]=[CH:4][C:5]([C:8]2[C:9]([CH3:14])=[N:10][N:11]3[C:24](=[O:25])[CH:23]=[C:22]([C:19]4[CH:18]=[CH:17][C:16]([Cl:15])=[CH:21][CH:20]=4)[NH:13][C:12]=23)=[CH:6][CH:7]=1. (3) Given the reactants [Cl:1][C:2]1[CH:7]=[CH:6][CH:5]=[C:4]([Cl:8])[C:3]=1[NH:9][C:10]1[NH:14][C:13]2[CH:15]=[CH:16][C:17]([C:19](O)=[O:20])=[CH:18][C:12]=2[N:11]=1.[CH3:22][C:23]([CH3:27])([CH3:26])[CH2:24][NH2:25].CN(C(ON1N=NC2C=CC=CC1=2)=[N+](C)C)C.[B-](F)(F)(F)F, predict the reaction product. The product is: [CH3:22][C:23]([CH3:27])([CH3:26])[CH2:24][NH:25][C:19]([C:17]1[CH:16]=[CH:15][C:13]2[NH:14][C:10]([NH:9][C:3]3[C:4]([Cl:8])=[CH:5][CH:6]=[CH:7][C:2]=3[Cl:1])=[N:11][C:12]=2[CH:18]=1)=[O:20]. (4) Given the reactants [F:1][C:2]1[C:7]([S:8]([C:11]([F:14])([F:13])[F:12])(=[O:10])=[O:9])=[CH:6][CH:5]=[CH:4][C:3]=1[CH:15]1[CH2:20][CH2:19][NH:18][CH2:17][CH2:16]1.C(=O)([O-])[O-].[K+].[K+].I[CH2:28][CH2:29][OH:30], predict the reaction product. The product is: [F:1][C:2]1[C:7]([S:8]([C:11]([F:14])([F:13])[F:12])(=[O:9])=[O:10])=[CH:6][CH:5]=[CH:4][C:3]=1[CH:15]1[CH2:20][CH2:19][N:18]([CH2:28][CH2:29][OH:30])[CH2:17][CH2:16]1. (5) Given the reactants Cl[C:2]1[N:7]=[CH:6][N:5]=[C:4]([NH2:8])[N:3]=1.[ClH:9].[C:10]1([N:16]2[C:21](=[O:22])[C:20]3=[CH:23][CH:24]=[CH:25][N:19]3[N:18]=[C:17]2[C@@H:26]2[CH2:30][CH2:29][CH2:28][NH:27]2)[CH:15]=[CH:14][CH:13]=[CH:12][CH:11]=1.O=C1C2=CC=CN2N=C([C@@H]2CCCN2C2C3C(C#N)=CNC=3N=CN=2)N1C1C=CC=CC=1, predict the reaction product. The product is: [NH2:8][C:4]1[N:5]=[CH:6][N:7]=[C:2]([N:27]2[CH2:28][CH2:29][CH2:30][C@H:26]2[C:17]2[N:16]([C:10]3[CH:15]=[CH:14][CH:13]=[CH:12][CH:11]=3)[C:21](=[O:22])[C:20]3=[C:23]([Cl:9])[CH:24]=[CH:25][N:19]3[N:18]=2)[N:3]=1. (6) Given the reactants C([O:8][C:9]1[CH:14]=[CH:13][C:12]([C:15]2[N:16]=[CH:17][O:18][C:19]=2[C:20]2[CH:25]=[CH:24][N:23]=[CH:22][CH:21]=2)=[CH:11][CH:10]=1)C1C=CC=CC=1.C([O-])=O.[NH4+], predict the reaction product. The product is: [N:23]1[CH:22]=[CH:21][C:20]([C:19]2[O:18][CH:17]=[N:16][C:15]=2[C:12]2[CH:13]=[CH:14][C:9]([OH:8])=[CH:10][CH:11]=2)=[CH:25][CH:24]=1.